From a dataset of NCI-60 drug combinations with 297,098 pairs across 59 cell lines. Regression. Given two drug SMILES strings and cell line genomic features, predict the synergy score measuring deviation from expected non-interaction effect. (1) Drug 1: CC12CCC3C(C1CCC2O)C(CC4=C3C=CC(=C4)O)CCCCCCCCCS(=O)CCCC(C(F)(F)F)(F)F. Drug 2: C(CC(=O)O)C(=O)CN.Cl. Cell line: SK-MEL-5. Synergy scores: CSS=5.30, Synergy_ZIP=-0.872, Synergy_Bliss=-1.13, Synergy_Loewe=-3.80, Synergy_HSA=-3.67. (2) Drug 1: C1=CC(=C2C(=C1NCCNCCO)C(=O)C3=C(C=CC(=C3C2=O)O)O)NCCNCCO. Drug 2: C1CC(C1)(C(=O)O)C(=O)O.[NH2-].[NH2-].[Pt+2]. Cell line: OVCAR-4. Synergy scores: CSS=45.0, Synergy_ZIP=-7.71, Synergy_Bliss=0.450, Synergy_Loewe=-9.83, Synergy_HSA=2.95. (3) Cell line: COLO 205. Synergy scores: CSS=73.5, Synergy_ZIP=0.449, Synergy_Bliss=-2.67, Synergy_Loewe=-2.15, Synergy_HSA=-1.66. Drug 1: CC12CCC3C(C1CCC2=O)CC(=C)C4=CC(=O)C=CC34C. Drug 2: CCC1=CC2CC(C3=C(CN(C2)C1)C4=CC=CC=C4N3)(C5=C(C=C6C(=C5)C78CCN9C7C(C=CC9)(C(C(C8N6C)(C(=O)OC)O)OC(=O)C)CC)OC)C(=O)OC.C(C(C(=O)O)O)(C(=O)O)O. (4) Drug 1: C1=CC(=C2C(=C1NCCNCCO)C(=O)C3=C(C=CC(=C3C2=O)O)O)NCCNCCO. Drug 2: CCC1=C2CN3C(=CC4=C(C3=O)COC(=O)C4(CC)O)C2=NC5=C1C=C(C=C5)O. Cell line: MDA-MB-231. Synergy scores: CSS=33.5, Synergy_ZIP=-13.6, Synergy_Bliss=-11.9, Synergy_Loewe=-6.72, Synergy_HSA=-5.15. (5) Drug 1: CC1OCC2C(O1)C(C(C(O2)OC3C4COC(=O)C4C(C5=CC6=C(C=C35)OCO6)C7=CC(=C(C(=C7)OC)O)OC)O)O. Drug 2: COC1=NC(=NC2=C1N=CN2C3C(C(C(O3)CO)O)O)N. Cell line: EKVX. Synergy scores: CSS=16.7, Synergy_ZIP=2.39, Synergy_Bliss=5.66, Synergy_Loewe=-19.3, Synergy_HSA=-0.570. (6) Drug 1: CC1C(C(CC(O1)OC2CC(CC3=C2C(=C4C(=C3O)C(=O)C5=C(C4=O)C(=CC=C5)OC)O)(C(=O)CO)O)N)O.Cl. Drug 2: CC(C)(C#N)C1=CC(=CC(=C1)CN2C=NC=N2)C(C)(C)C#N. Cell line: MDA-MB-435. Synergy scores: CSS=19.9, Synergy_ZIP=-4.46, Synergy_Bliss=-1.48, Synergy_Loewe=1.41, Synergy_HSA=1.25.